From a dataset of Full USPTO retrosynthesis dataset with 1.9M reactions from patents (1976-2016). Predict the reactants needed to synthesize the given product. (1) Given the product [NH2:19][C:12]1[CH:11]=[CH:10][C:9]([O:8][CH2:1][C:2]2[CH:7]=[CH:6][CH:5]=[CH:4][CH:3]=2)=[CH:14][C:13]=1[S:15]([NH2:18])(=[O:16])=[O:17], predict the reactants needed to synthesize it. The reactants are: [CH2:1]([O:8][C:9]1[CH:10]=[CH:11][C:12]([N+:19]([O-])=O)=[C:13]([S:15]([NH2:18])(=[O:17])=[O:16])[CH:14]=1)[C:2]1[CH:7]=[CH:6][CH:5]=[CH:4][CH:3]=1.[Cl-].[NH4+]. (2) Given the product [CH:1]1([C:4]2[N:8]=[C:7]([C:9]3[C:13]([CH3:14])=[C:12]([CH3:15])[S:11][C:10]=3[NH:16][C:17]([C:19]3[CH2:24][CH2:31][O:30][CH2:21][C:20]=3[C:25]([OH:27])=[O:26])=[O:18])[O:6][N:5]=2)[CH2:3][CH2:2]1, predict the reactants needed to synthesize it. The reactants are: [CH:1]1([C:4]2[N:8]=[C:7]([C:9]3[C:13]([CH3:14])=[C:12]([CH3:15])[S:11][C:10]=3[NH:16][C:17]([C:19]3[CH2:24]OC[CH2:21][C:20]=3[C:25]([O:27]CC)=[O:26])=[O:18])[O:6][N:5]=2)[CH2:3][CH2:2]1.[O:30]1CCOC[CH2:31]1. (3) Given the product [C:42]([C:31]1([N:28]2[CH2:29][CH2:30][N:25]([C:24]3[C:3]([CH2:1][CH3:2])=[CH:4][C:5]4[C:17](=[O:18])[C:16]5[C:15]6[C:10](=[CH:11][C:12]([C:19]#[N:20])=[CH:13][CH:14]=6)[NH:9][C:8]=5[C:7]([CH3:22])([CH3:21])[C:6]=4[CH:23]=3)[CH2:26][CH2:27]2)[CH2:36][CH2:35][CH2:34][CH2:33][CH2:32]1)#[N:43], predict the reactants needed to synthesize it. The reactants are: [CH2:1]([C:3]1[C:24]([N:25]2[CH2:30][CH2:29][NH:28][CH2:27][CH2:26]2)=[CH:23][C:6]2[C:7]([CH3:22])([CH3:21])[C:8]3[NH:9][C:10]4[C:15]([C:16]=3[C:17](=[O:18])[C:5]=2[CH:4]=1)=[CH:14][CH:13]=[C:12]([C:19]#[N:20])[CH:11]=4)[CH3:2].[C:31]1(=O)[CH2:36][CH2:35][CH2:34][CH2:33][CH2:32]1.C[Si]([C:42]#[N:43])(C)C.